From a dataset of Catalyst prediction with 721,799 reactions and 888 catalyst types from USPTO. Predict which catalyst facilitates the given reaction. Reactant: Br[C:2]1[S:6][C:5]2=[C:7]([C:29]([F:42])([F:41])[CH2:30][CH2:31][CH2:32][CH2:33][CH2:34][CH2:35][CH2:36][CH2:37][CH2:38][CH2:39][CH3:40])[C:8]3[CH:12]=[C:11](Br)[S:10][C:9]=3[C:14]([C:15]([F:28])([F:27])[CH2:16][CH2:17][CH2:18][CH2:19][CH2:20][CH2:21][CH2:22][CH2:23][CH2:24][CH2:25][CH3:26])=[C:4]2[CH:3]=1.[CH3:43][Sn:44](Cl)([CH3:46])[CH3:45]. Product: [F:27][C:15]([C:14]1[C:9]2[S:10][C:11]([Sn:44]([CH3:46])([CH3:45])[CH3:43])=[CH:12][C:8]=2[C:7]([C:29]([F:42])([F:41])[CH2:30][CH2:31][CH2:32][CH2:33][CH2:34][CH2:35][CH2:36][CH2:37][CH2:38][CH2:39][CH3:40])=[C:5]2[S:6][C:2]([Sn:44]([CH3:46])([CH3:45])[CH3:43])=[CH:3][C:4]=12)([F:28])[CH2:16][CH2:17][CH2:18][CH2:19][CH2:20][CH2:21][CH2:22][CH2:23][CH2:24][CH2:25][CH3:26]. The catalyst class is: 1.